Task: Regression. Given two drug SMILES strings and cell line genomic features, predict the synergy score measuring deviation from expected non-interaction effect.. Dataset: NCI-60 drug combinations with 297,098 pairs across 59 cell lines (1) Drug 1: CC12CCC(CC1=CCC3C2CCC4(C3CC=C4C5=CN=CC=C5)C)O. Drug 2: C1=CN(C=N1)CC(O)(P(=O)(O)O)P(=O)(O)O. Cell line: SNB-19. Synergy scores: CSS=2.53, Synergy_ZIP=0.476, Synergy_Bliss=1.22, Synergy_Loewe=-0.795, Synergy_HSA=-0.242. (2) Drug 1: CN1CCC(CC1)COC2=C(C=C3C(=C2)N=CN=C3NC4=C(C=C(C=C4)Br)F)OC. Drug 2: CCN(CC)CCCC(C)NC1=C2C=C(C=CC2=NC3=C1C=CC(=C3)Cl)OC. Cell line: OVCAR3. Synergy scores: CSS=26.7, Synergy_ZIP=-4.34, Synergy_Bliss=-0.599, Synergy_Loewe=-11.4, Synergy_HSA=-0.264.